This data is from Reaction yield outcomes from USPTO patents with 853,638 reactions. The task is: Predict the reaction yield, written as a fraction of the theoretical maximum amount of product (1.0 means a 100% yield; for example, 0.34 means a 34% yield). (1) The reactants are Cl[CH2:2][C:3]1[CH:8]=[CH:7][C:6]([O:9][CH3:10])=[CH:5][CH:4]=1.[I:11][C:12]1[C:20]2[C:15](=[N:16][CH:17]=[CH:18][C:19]=2[N:21]2[CH2:26][CH2:25][N:24]([C:27]([O:29][C:30]([CH3:33])([CH3:32])[CH3:31])=[O:28])[CH2:23][CH2:22]2)[NH:14][N:13]=1.C([O-])([O-])=O.[K+].[K+].CCOCC. The catalyst is CN(C=O)C.O. The product is [I:11][C:12]1[C:20]2[C:15](=[N:16][CH:17]=[CH:18][C:19]=2[N:21]2[CH2:26][CH2:25][N:24]([C:27]([O:29][C:30]([CH3:33])([CH3:32])[CH3:31])=[O:28])[CH2:23][CH2:22]2)[N:14]([CH2:2][C:3]2[CH:8]=[CH:7][C:6]([O:9][CH3:10])=[CH:5][CH:4]=2)[N:13]=1. The yield is 0.800. (2) The reactants are [CH3:1][CH:2]1[CH:11]=[CH:10][C:9]2[C:4](=[N:5][C:6]([CH3:12])=[CH:7][CH:8]=2)[NH:3]1.[H][H]. The catalyst is C(O)C.[Pd]. The product is [CH3:12][CH:6]1[CH2:7][CH2:8][C:9]2[C:4](=[N:3][C:2]([CH3:1])=[CH:11][CH:10]=2)[NH:5]1. The yield is 0.930. (3) The catalyst is C(#N)C. The reactants are [Br:1][C:2]1[CH:10]=[C:9]([CH3:11])[CH:8]=[C:7]2[C:3]=1[C:4]([NH2:12])=[N:5][NH:6]2.CC1(C)OC(=O)[CH:17]([C:21]([CH:23]2[CH2:28][CH2:27][N:26]([C:29]([O:31][C:32]([CH3:35])([CH3:34])[CH3:33])=[O:30])[CH2:25][CH2:24]2)=O)[C:16](=O)[O:15]1.P([O-])([O-])([O-])=O.[K+].[K+].[K+]. The product is [Br:1][C:2]1[C:3]2[C:7]([CH:8]=[C:9]([CH3:11])[CH:10]=1)=[N:6][N:5]1[C:21]([CH:23]3[CH2:28][CH2:27][N:26]([C:29]([O:31][C:32]([CH3:35])([CH3:34])[CH3:33])=[O:30])[CH2:25][CH2:24]3)=[CH:17][C:16](=[O:15])[NH:12][C:4]=21. The yield is 0.890. (4) The reactants are Br[C:2]1[C:7]([CH3:8])=[CH:6][C:5]([Br:9])=[CH:4][N:3]=1.NC1C(C)=CC(Br)=CN=1.C(Cl)(=O)C.[I-:23].[Na+].C. The catalyst is BrBr.Br.C(#N)C.CCCCCC. The product is [Br:9][C:5]1[CH:6]=[C:7]([CH3:8])[C:2]([I:23])=[N:3][CH:4]=1. The yield is 0.700. (5) The reactants are Br[C:2]1[CH:3]=[CH:4][C:5]([N+:25]([O-:27])=[O:26])=[C:6]([NH:8][CH:9]2[CH2:14][CH2:13][N:12]([C@H:15]3[CH2:20][CH2:19][C@H:18]([O:21][CH2:22][CH2:23][CH3:24])[CH2:17][CH2:16]3)[CH2:11][CH2:10]2)[CH:7]=1.[CH2:28](C([Sn])=C(CCCC)CCCC)[CH2:29]CC.C1(P(C2C=CC=CC=2)C2C=CC=CC=2)C=CC=CC=1. The product is [CH:28]([C:2]1[CH:3]=[CH:4][C:5]([N+:25]([O-:27])=[O:26])=[C:6]([NH:8][CH:9]2[CH2:14][CH2:13][N:12]([C@H:15]3[CH2:20][CH2:19][C@H:18]([O:21][CH2:22][CH2:23][CH3:24])[CH2:17][CH2:16]3)[CH2:11][CH2:10]2)[CH:7]=1)=[CH2:29]. The yield is 0.800. The catalyst is C1(C)C=CC=CC=1.[Pd].